This data is from Full USPTO retrosynthesis dataset with 1.9M reactions from patents (1976-2016). The task is: Predict the reactants needed to synthesize the given product. (1) Given the product [Br:1][C:2]1[CH:7]=[CH:6][C:5]([CH2:8][CH2:9][CH2:10][C:11]([OH:13])=[O:12])=[C:4]([CH3:15])[CH:3]=1, predict the reactants needed to synthesize it. The reactants are: [Br:1][C:2]1[CH:7]=[CH:6][C:5]([C:8](=O)[CH2:9][CH2:10][C:11]([OH:13])=[O:12])=[C:4]([CH3:15])[CH:3]=1.C([SiH](CC)CC)C. (2) Given the product [CH3:92][O:93][C:35]1[C:34]([O:41][C:42]2[CH:43]=[C:44]([NH:48][C:52](=[O:55])[CH:91]=[CH2:86])[CH:45]=[CH:46][CH:47]=2)=[N:33][C:32]([NH:14][C:10]2[CH:11]=[C:12]3[C:7](=[CH:8][CH:9]=2)[CH2:6][N:5]([CH2:4][CH2:3][O:2][CH3:1])[CH2:13]3)=[N:37][CH:36]=1, predict the reactants needed to synthesize it. The reactants are: [CH3:1][O:2][CH2:3][CH2:4][N:5]1[CH2:13][C:12]2[C:7](=[CH:8][CH:9]=[C:10]([NH2:14])[CH:11]=2)[CH2:6]1.COCCN1CC[C@H](N(C)C2C=CC(N[C:32]3[N:33]=[C:34]([O:41][C:42]4[CH:47]=[CH:46][CH:45]=[C:44]([N+:48]([O-])=O)[CH:43]=4)[C:35]4C=CN[C:36]=4[N:37]=3)=CC=2)C1.[C:52]([O-:55])([O-])=O.[K+].[K+].C1(P([CH:86]2[CH2:91]CCCC2)C2C=CC=CC=2C2C(C(C)C)=CC(C(C)C)=CC=2C(C)C)CCCCC1.[CH3:92][OH:93]. (3) Given the product [C:1]1([C:7]2[N:11]=[C:10]([C:12]3[CH:13]=[CH:14][C:15]([N:18]4[CH2:23][CH2:22][N:21]([C:32]5[N:37]=[CH:36][CH:35]=[CH:34][N:33]=5)[CH2:20][CH2:19]4)=[N:16][CH:17]=3)[NH:9][CH:8]=2)[CH:2]=[CH:3][CH:4]=[CH:5][CH:6]=1, predict the reactants needed to synthesize it. The reactants are: [C:1]1([C:7]2[NH:11][C:10]([C:12]3[CH:13]=[CH:14][C:15]([N:18]4[CH2:23][CH2:22][NH:21][CH2:20][CH2:19]4)=[N:16][CH:17]=3)=[N:9][CH:8]=2)[CH:6]=[CH:5][CH:4]=[CH:3][CH:2]=1.C(N(CC)CC)C.Cl[C:32]1[N:37]=[CH:36][CH:35]=[CH:34][N:33]=1.[OH-].[NH4+]. (4) Given the product [F:15][CH2:16][C:17]1([NH:22][C:23](=[O:38])[CH2:24][NH:25][C:26](=[O:37])[C:27]2[CH:32]=[CH:31][CH:30]=[C:29]([C:33]([F:36])([F:34])[F:35])[CH:28]=2)[CH2:21][CH2:20][N:19]([CH:5]2[CH2:6][CH2:7][C:2]([OH:1])([C:9]3[CH:14]=[CH:13][CH:12]=[CH:11][CH:10]=3)[CH2:3][CH2:4]2)[CH2:18]1, predict the reactants needed to synthesize it. The reactants are: [OH:1][C:2]1([C:9]2[CH:14]=[CH:13][CH:12]=[CH:11][CH:10]=2)[CH2:7][CH2:6][C:5](=O)[CH2:4][CH2:3]1.[F:15][CH2:16][C:17]1([NH:22][C:23](=[O:38])[CH2:24][NH:25][C:26](=[O:37])[C:27]2[CH:32]=[CH:31][CH:30]=[C:29]([C:33]([F:36])([F:35])[F:34])[CH:28]=2)[CH2:21][CH2:20][NH:19][CH2:18]1.C(O[BH-](OC(=O)C)OC(=O)C)(=O)C.[Na+]. (5) Given the product [F:28][C:29]1[C:40]([F:41])=[C:39]([O:42][CH2:43][C:44]2[CH:53]=[CH:52][C:51]3[C:46](=[CH:47][CH:48]=[CH:49][CH:50]=3)[N:45]=2)[CH:38]=[CH:37][C:30]=1[C:31](=[O:32])[CH2:7][C:4]1[CH:5]=[CH:6][N:1]=[CH:2][CH:3]=1, predict the reactants needed to synthesize it. The reactants are: [N:1]1[CH:6]=[CH:5][C:4]([CH2:7]C(C2C=CC(OCC3C=CC4C(=CC=CC=4)N=3)=CC=2)=O)=[CH:3][CH:2]=1.[F:28][C:29]1[C:40]([F:41])=[C:39]([O:42][CH2:43][C:44]2[CH:53]=[CH:52][C:51]3[C:46](=[CH:47][CH:48]=[CH:49][CH:50]=3)[N:45]=2)[CH:38]=[CH:37][C:30]=1[C:31](N(OC)C)=[O:32].